From a dataset of Reaction yield outcomes from USPTO patents with 853,638 reactions. Predict the reaction yield, written as a fraction of the theoretical maximum amount of product (1.0 means a 100% yield; for example, 0.34 means a 34% yield). (1) The reactants are [F:1][CH:2]([F:15])[O:3][C:4]1[N:8]([CH3:9])[N:7]=[C:6]([C:10]([F:13])([F:12])[F:11])[C:5]=1[CH3:14].[Br:16]N1C(=O)CCC1=O.N(C(C)(C)C#N)=NC(C)(C)C#N.O. The catalyst is C(Cl)(Cl)(Cl)Cl. The product is [Br:16][CH2:14][C:5]1[C:6]([C:10]([F:13])([F:12])[F:11])=[N:7][N:8]([CH3:9])[C:4]=1[O:3][CH:2]([F:1])[F:15]. The yield is 0.827. (2) The reactants are [F:1][C:2]([F:14])([F:13])[C:3]1[CH:4]=[C:5]([CH:9]=[C:10]([Br:12])[CH:11]=1)[C:6](O)=[O:7].C[N:16](C)CCCN=C=NCC.ON1C2C=CC=CC=2N=N1.N. The catalyst is CN(C)C=O.O. The product is [Br:12][C:10]1[CH:9]=[C:5]([CH:4]=[C:3]([C:2]([F:14])([F:13])[F:1])[CH:11]=1)[C:6]([NH2:16])=[O:7]. The yield is 0.740.